Dataset: Reaction yield outcomes from USPTO patents with 853,638 reactions. Task: Predict the reaction yield, written as a fraction of the theoretical maximum amount of product (1.0 means a 100% yield; for example, 0.34 means a 34% yield). (1) The reactants are [Br:1][C:2]1[CH:7]=[CH:6][C:5]([NH:8][C:9](=[O:14])[C:10]([F:13])([F:12])[F:11])=[C:4]([CH3:15])[CH:3]=1.[Br:16]N1C(=O)CCC1=O. The catalyst is C(Cl)(Cl)(Cl)Cl. The product is [Br:1][C:2]1[CH:7]=[CH:6][C:5]([NH:8][C:9](=[O:14])[C:10]([F:12])([F:13])[F:11])=[C:4]([CH2:15][Br:16])[CH:3]=1. The yield is 0.680. (2) The reactants are [CH3:1][O:2][C:3]1[N:8]=[N:7][C:6]([N:9]2[C:13]([C:14]3[CH:19]=[CH:18][C:17]([CH3:20])=[CH:16][N:15]=3)=[CH:12][C:11]([C:21]([OH:23])=O)=[N:10]2)=[CH:5][CH:4]=1.[CH:24]([NH:27][CH3:28])([CH3:26])[CH3:25]. No catalyst specified. The product is [CH:24]([N:27]([CH3:28])[C:21]([C:11]1[CH:12]=[C:13]([C:14]2[CH:19]=[CH:18][C:17]([CH3:20])=[CH:16][N:15]=2)[N:9]([C:6]2[N:7]=[N:8][C:3]([O:2][CH3:1])=[CH:4][CH:5]=2)[N:10]=1)=[O:23])([CH3:26])[CH3:25]. The yield is 0.390. (3) The reactants are COC1C=CC(P2(SP(C3C=CC(OC)=CC=3)(=S)S2)=[S:10])=CC=1.[Cl:23][C:24]1[C:40]([C:41]([F:44])([F:43])[F:42])=[CH:39][CH:38]=[CH:37][C:25]=1[CH2:26][N:27]1[C@@H:32]([CH2:33][CH3:34])[CH2:31][NH:30][C:29](=O)[C:28]1=[O:36]. The catalyst is C1COCC1. The product is [Cl:23][C:24]1[C:40]([C:41]([F:44])([F:43])[F:42])=[CH:39][CH:38]=[CH:37][C:25]=1[CH2:26][N:27]1[C@@H:32]([CH2:33][CH3:34])[CH2:31][NH:30][C:29](=[S:10])[C:28]1=[O:36]. The yield is 0.910. (4) The product is [Cl:25][C:17]1[C:12]([C@H:9]2[CH2:10][CH2:11][C@H:6]([C:4]([OH:3])=[O:5])[CH2:7][CH2:8]2)=[N:13][CH:14]=[CH:15][CH:16]=1. The reactants are C([O:3][C:4]([C@H:6]1[CH2:11][CH2:10][C@H:9]([C:12]2[C:17](N)=[CH:16][CH:15]=[CH:14][N:13]=2)[CH2:8][CH2:7]1)=[O:5])C.N([O-])=O.[Na+].[OH-].[Na+].[ClH:25]. The yield is 0.770. The catalyst is [Cu]Cl. (5) The reactants are [Cl:1][C:2]1[CH:7]=[C:6]([Cl:8])[CH:5]=[CH:4][C:3]=1[N:9]1[C:14]2=[N:15][C:16]3[C:17](=[C:18]([C:22]([N:24]([CH3:26])[CH3:25])=O)[CH:19]=[CH:20][CH:21]=3)[N:13]2[CH2:12][CH2:11][CH2:10]1.[B].O1CCCC1.[Cl-].[NH4+]. No catalyst specified. The product is [Cl:1][C:2]1[CH:7]=[C:6]([Cl:8])[CH:5]=[CH:4][C:3]=1[N:9]1[C:14]2=[N:15][C:16]3[CH:21]=[CH:20][CH:19]=[C:18]([CH2:22][N:24]([CH3:26])[CH3:25])[C:17]=3[N:13]2[CH2:12][CH2:11][CH2:10]1. The yield is 0.280. (6) The reactants are [CH2:1]([N:8]([C:21]1[C:26]([Cl:27])=[CH:25][C:24]([C:28]([F:31])([F:30])[F:29])=[CH:23][N:22]=1)[S:9]([C:12]1[CH:17]=[CH:16][C:15]([N+:18]([O-])=O)=[CH:14][CH:13]=1)(=[O:11])=[O:10])[C:2]1[CH:7]=[CH:6][CH:5]=[CH:4][CH:3]=1. The catalyst is [Pt].CO. The product is [NH2:18][C:15]1[CH:16]=[CH:17][C:12]([S:9]([N:8]([CH2:1][C:2]2[CH:3]=[CH:4][CH:5]=[CH:6][CH:7]=2)[C:21]2[C:26]([Cl:27])=[CH:25][C:24]([C:28]([F:31])([F:30])[F:29])=[CH:23][N:22]=2)(=[O:10])=[O:11])=[CH:13][CH:14]=1. The yield is 0.920. (7) The reactants are [I:1][C:2]1[CH:7]=[CH:6][C:5]([OH:8])=[CH:4][CH:3]=1.Br[CH2:10][CH2:11][CH2:12][CH2:13][CH2:14][CH3:15]. The catalyst is [Br-].C([N+](CCCC)(CCCC)CCCC)CCC.[OH-].[K+]. The product is [CH2:10]([O:8][C:5]1[CH:6]=[CH:7][C:2]([I:1])=[CH:3][CH:4]=1)[CH2:11][CH2:12][CH2:13][CH2:14][CH3:15]. The yield is 0.910. (8) The reactants are [CH3:1][O:2][C:3](=[O:44])[CH2:4][NH:5][C:6]1[CH:11]=[CH:10][C:9]([CH2:12][N:13]2[CH:17]=[C:16]([C:18]3[CH:23]=[CH:22][C:21]([Cl:24])=[CH:20][C:19]=3[Cl:25])[N:15]=[C:14]2/[CH:26]=[CH:27]/[C:28]2[CH:33]=[CH:32][C:31]([C:34]3[CH:39]=[CH:38][C:37]([C:40]([F:43])([F:42])[F:41])=[CH:36][CH:35]=3)=[CH:30][CH:29]=2)=[CH:8][CH:7]=1.I[CH3:46]. No catalyst specified. The product is [CH3:1][O:2][C:3](=[O:44])[CH2:4][N:5]([C:6]1[CH:7]=[CH:8][C:9]([CH2:12][N:13]2[CH:17]=[C:16]([C:18]3[CH:23]=[CH:22][C:21]([Cl:24])=[CH:20][C:19]=3[Cl:25])[N:15]=[C:14]2/[CH:26]=[CH:27]/[C:28]2[CH:33]=[CH:32][C:31]([C:34]3[CH:35]=[CH:36][C:37]([C:40]([F:42])([F:43])[F:41])=[CH:38][CH:39]=3)=[CH:30][CH:29]=2)=[CH:10][CH:11]=1)[CH3:46]. The yield is 0.830. (9) The reactants are C(Cl)(=O)C(Cl)=O.CS(C)=O.[F:11][C:12]([F:26])([F:25])[CH:13]([OH:24])[CH2:14][C:15]([CH3:23])([C:17]1[CH:22]=[CH:21][CH:20]=[CH:19][N:18]=1)[CH3:16].C(N(CC)CC)C. The catalyst is ClCCl. The product is [F:26][C:12]([F:11])([F:25])[C:13](=[O:24])[CH2:14][C:15]([CH3:16])([C:17]1[CH:22]=[CH:21][CH:20]=[CH:19][N:18]=1)[CH3:23]. The yield is 0.860.